Dataset: Reaction yield outcomes from USPTO patents with 853,638 reactions. Task: Predict the reaction yield, written as a fraction of the theoretical maximum amount of product (1.0 means a 100% yield; for example, 0.34 means a 34% yield). The reactants are Cl[C:2]1[CH:7]=[CH:6][C:5]([CH3:8])=[CH:4][C:3]=1[N+:9]([O-])=O.[NH:12]1[CH:16]=[N:15][C:14]([SH:17])=[N:13]1.C([O-])([O-])=O.[K+].[K+]. The catalyst is CN(C=O)C.O. The product is [CH3:8][C:5]1[CH:6]=[CH:7][C:2]([S:17][C:14]2[N:15]=[CH:16][NH:12][N:13]=2)=[C:3]([NH2:9])[CH:4]=1. The yield is 0.260.